Dataset: Forward reaction prediction with 1.9M reactions from USPTO patents (1976-2016). Task: Predict the product of the given reaction. (1) Given the reactants Br[C:2]1[CH:3]=[C:4]([CH:6]=[CH:7][CH:8]=1)[NH2:5].[CH2:9]([NH2:15])[CH2:10][CH2:11][CH2:12][CH2:13][CH3:14], predict the reaction product. The product is: [NH2:15][C:9]1[CH:14]=[C:13]([CH:12]=[CH:11][CH:10]=1)[NH:5][CH2:4][CH2:3][CH2:2][CH2:8][CH2:7][CH3:6]. (2) Given the reactants ClC1C=C(C=CC=1)C(OO)=[O:6].[C:12]([O:18][CH2:19][CH2:20][CH2:21][N:22]1[C:34]2[C:33]3[CH:32]=[CH:31][CH:30]=[CH:29][C:28]=3[N:27]=[CH:26][C:25]=2[N:24]=[C:23]1[CH2:35][CH2:36][CH2:37][CH3:38])(=[O:17])[CH2:13][CH2:14][CH2:15][CH3:16], predict the reaction product. The product is: [C:12]([O:18][CH2:19][CH2:20][CH2:21][N:22]1[C:34]2[C:33]3[CH:32]=[CH:31][CH:30]=[CH:29][C:28]=3[N+:27]([O-:6])=[CH:26][C:25]=2[N:24]=[C:23]1[CH2:35][CH2:36][CH2:37][CH3:38])(=[O:17])[CH2:13][CH2:14][CH2:15][CH3:16].